This data is from Full USPTO retrosynthesis dataset with 1.9M reactions from patents (1976-2016). The task is: Predict the reactants needed to synthesize the given product. (1) Given the product [C:1]([NH:4][C:5]1[N:10]=[C:9]([CH2:11][CH2:12][CH:13]([C:15]2[CH:16]=[CH:17][C:18]([NH:21][C:22]([C:24]3[C:25]([C:31]4[CH:32]=[CH:33][C:34]([C:37]([F:39])([F:38])[F:40])=[CH:35][CH:36]=4)=[CH:26][C:27]([CH3:30])=[CH:28][CH:29]=3)=[O:23])=[CH:19][CH:20]=2)[OH:14])[CH:8]=[CH:7][CH:6]=1)(=[O:3])[CH3:2], predict the reactants needed to synthesize it. The reactants are: [C:1]([NH:4][C:5]1[N:10]=[C:9](/[CH:11]=[CH:12]/[C:13]([C:15]2[CH:20]=[CH:19][C:18]([NH:21][C:22]([C:24]3[C:25]([C:31]4[CH:36]=[CH:35][C:34]([C:37]([F:40])([F:39])[F:38])=[CH:33][CH:32]=4)=[CH:26][C:27]([CH3:30])=[CH:28][CH:29]=3)=[O:23])=[CH:17][CH:16]=2)=[O:14])[CH:8]=[CH:7][CH:6]=1)(=[O:3])[CH3:2].[H][H]. (2) Given the product [F:1][C:2]1[CH:7]=[CH:6][CH:5]=[C:4]([F:8])[C:3]=1[N:9]1[C:14]2[N:15]=[C:16]([NH:28][CH2:29][CH2:30][N:31]([CH3:32])[CH3:33])[N:17]=[C:18]([C:19]3[CH:20]=[C:21]([CH:25]=[CH:26][CH:27]=3)[C:22]([NH:35][C:36]3[CH:41]=[CH:40][CH:39]=[CH:38][CH:37]=3)=[O:23])[C:13]=2[CH2:12][NH:11][C:10]1=[O:34], predict the reactants needed to synthesize it. The reactants are: [F:1][C:2]1[CH:7]=[CH:6][CH:5]=[C:4]([F:8])[C:3]=1[N:9]1[C:14]2[N:15]=[C:16]([NH:28][CH2:29][CH2:30][N:31]([CH3:33])[CH3:32])[N:17]=[C:18]([C:19]3[CH:20]=[C:21]([CH:25]=[CH:26][CH:27]=3)[C:22](O)=[O:23])[C:13]=2[CH2:12][NH:11][C:10]1=[O:34].[NH2:35][C:36]1[CH:41]=[CH:40][CH:39]=[CH:38][CH:37]=1.CN(C(ON1N=NC2C=CC=NC1=2)=[N+](C)C)C.F[P-](F)(F)(F)(F)F.C(N(C(C)C)CC)(C)C. (3) Given the product [CH3:12][C:11]1[CH:10]=[C:9]([CH:13]([C:14]2[CH:19]=[CH:18][CH:17]=[CH:16][CH:15]=2)[OH:20])[S:8][C:7]=1[CH3:6], predict the reactants needed to synthesize it. The reactants are: C([Li])CCC.[CH3:6][C:7]1[S:8][CH:9]=[CH:10][C:11]=1[CH3:12].[CH:13](=[O:20])[C:14]1[CH:19]=[CH:18][CH:17]=[CH:16][CH:15]=1.[Cl-].[NH4+]. (4) Given the product [CH3:15][C:16]1[O:17][C:18]2[C:24]([NH:25][C:8]3[CH:7]=[CH:6][C:5]4[C:4]([NH:1][CH2:26][C:27]5[NH:28][CH:29]=[N:30][C:31]=5[CH3:32])=[CH:13][CH:12]=[CH:11][C:10]=4[N:9]=3)=[CH:23][CH:22]=[CH:21][C:19]=2[CH:20]=1, predict the reactants needed to synthesize it. The reactants are: [N+:1]([C:4]1[CH:13]=[CH:12][CH:11]=[C:10]2[C:5]=1[CH:6]=[CH:7][C:8](Cl)=[N:9]2)([O-])=O.[CH3:15][C:16]1[O:17][C:18]2[C:24]([NH2:25])=[CH:23][CH:22]=[CH:21][C:19]=2[CH:20]=1.[CH3:26][C:27]1[N:28]=[CH:29][NH:30][C:31]=1[CH:32]=O.